Predict the reactants needed to synthesize the given product. From a dataset of Full USPTO retrosynthesis dataset with 1.9M reactions from patents (1976-2016). (1) Given the product [NH:1]([C:39]([O:40][CH2:3][CH:4]1[C:53]2[C:54](=[CH:29][CH:16]=[CH:17][CH:18]=2)[C:7]2[C:12]1=[CH:11][CH:10]=[CH:9][CH:8]=2)=[O:42])[C@@H:2]([C:13]([NH:15][C@H:16]([C:29]([NH:31][C@H:32]([C:36]([OH:38])=[O:37])[CH:33]([CH3:34])[CH3:35])=[O:30])[CH2:17][CH2:18][CH2:19][CH2:20][NH:21][C:22]([O:24][C:25]([CH3:28])([CH3:26])[CH3:27])=[O:23])=[O:14])[CH2:3][C:4]1[C:12]2[C:7](=[CH:8][CH:9]=[CH:10][CH:11]=2)[NH:6][CH:5]=1, predict the reactants needed to synthesize it. The reactants are: [NH2:1][C@@H:2]([C:13]([NH:15][C@H:16]([C:29]([NH:31][C@H:32]([C:36]([OH:38])=[O:37])[CH:33]([CH3:35])[CH3:34])=[O:30])[CH2:17][CH2:18][CH2:19][CH2:20][NH:21][C:22]([O:24][C:25]([CH3:28])([CH3:27])[CH3:26])=[O:23])=[O:14])[CH2:3][C:4]1[C:12]2[C:7](=[CH:8][CH:9]=[CH:10][CH:11]=2)[NH:6][CH:5]=1.[C:39](=[O:42])([O-])[O-:40].[Na+].[Na+].ClC([O-])=O.O1[CH2:54][CH2:53]OCC1. (2) Given the product [CH3:102][C:6]1[C:5]([N+:72]([O-:74])=[O:73])=[CH:4][CH:23]=[CH:22][C:7]=1[CH2:8][N:9]1[C:13]([C:12]2[CH:11]=[CH:18][C:33]([C:34]([F:37])([F:36])[F:35])=[CH:32][CH:31]=2)=[N:81][NH:80][NH:10]1, predict the reactants needed to synthesize it. The reactants are: [N+]([C:4]1[CH:23]=[CH:22][C:7]([CH2:8][N:9]2[C:13](C(F)(F)F)=[CH:12][C:11]([C:18](F)(F)F)=[N:10]2)=[CH:6][CH:5]=1)([O-])=O.CC1C=C(C=CC=1[N+]([O-])=O)CN1[C:33]([C:34]([F:37])([F:36])[F:35])=[CH:32][C:31](C(F)(F)F)=N1.CC1C=C(C=CC=1[N+:72]([O-:74])=[O:73])CN1C(C(F)(F)C(F)(F)F)=NC(C(F)(F)F)=N1.CC1C=C(C=CC=1[N+]([O-])=O)C[N:80]1C(C(F)(F)F)=NC(C(F)(F)C(F)(F)F)=[N:81]1.[CH3:102]C1C=C(C=CC=1[N+]([O-])=O)CN1C=C(C(F)(F)C(F)(F)F)C(C(F)(F)C(F)(F)F)=N1.FC(F)(F)C1C=C(C(F)(F)F)N(CC2N=C(C)C([N+]([O-])=O)=CC=2)N=1.FC(F)(F)C1C=C(C(F)(F)F)N(CC2C(F)=CC([N+]([O-])=O)=C(C)N=2)N=1.FC(F)(C1C=C(C(F)(F)C(F)(F)F)N(CC2N=C(C)C([N+]([O-])=O)=CC=2)N=1)C(F)(F)F.FC(F)(F)C1N=C(C(F)(F)F)N(CC2N=C(C)C([N+]([O-])=O)=CC=2)N=1.CC1C([N+]([O-])=O)=CC=C(CN2N=NC(C(F)(F)F)=N2)N=1.